This data is from Full USPTO retrosynthesis dataset with 1.9M reactions from patents (1976-2016). The task is: Predict the reactants needed to synthesize the given product. The reactants are: [F:1][C:2]1[CH:7]=[CH:6][C:5]([C@@H:8]2[CH2:13][C:12](=[O:14])[CH:11]=[CH:10][NH:9]2)=[CH:4][CH:3]=1.C([Li])CCC.[Br:20][C:21]1[CH:26]=[C:25]([O:27][CH3:28])[C:24]([O:29][CH:30]([F:32])[F:31])=[CH:23][C:22]=1[CH2:33][C:34](Cl)=[O:35].[Cl-].[NH4+]. Given the product [Br:20][C:21]1[CH:26]=[C:25]([O:27][CH3:28])[C:24]([O:29][CH:30]([F:32])[F:31])=[CH:23][C:22]=1[CH2:33][C:34]([N:9]1[CH:10]=[CH:11][C:12](=[O:14])[CH2:13][C@H:8]1[C:5]1[CH:6]=[CH:7][C:2]([F:1])=[CH:3][CH:4]=1)=[O:35], predict the reactants needed to synthesize it.